From a dataset of CYP2C19 inhibition data for predicting drug metabolism from PubChem BioAssay. Regression/Classification. Given a drug SMILES string, predict its absorption, distribution, metabolism, or excretion properties. Task type varies by dataset: regression for continuous measurements (e.g., permeability, clearance, half-life) or binary classification for categorical outcomes (e.g., BBB penetration, CYP inhibition). Dataset: cyp2c19_veith. (1) The molecule is CC[C@H]1C2=C3C(CC[C@H]4C(OCc5ccc(F)cc5C(F)(F)F)OC[C@](C)([C@@H]34)N(C(=O)OC(C)(C)C)C2)C(COC)C1COC. The result is 0 (non-inhibitor). (2) The drug is COc1ccc(O[C@H]2C=C[C@@H](c3ccccc3)O[C@H]2COC(=O)CC/C(C)=N\O[C@@H](C)c2cn([C@H]3COC[C@H]3O)nn2)cc1. The result is 1 (inhibitor). (3) The compound is Clc1cccc(C=NC=Nc2cccc(Cl)c2)c1. The result is 1 (inhibitor).